Dataset: Forward reaction prediction with 1.9M reactions from USPTO patents (1976-2016). Task: Predict the product of the given reaction. (1) Given the reactants [C:1](O)(=[O:23])[CH2:2][CH2:3][CH2:4][CH2:5][CH2:6][CH2:7][CH2:8][CH2:9][CH2:10][CH2:11][CH2:12][CH2:13][CH2:14][CH2:15][CH2:16][CH2:17][CH2:18][CH2:19][CH2:20][CH:21]=[CH2:22].[H-].[Al+3].[Li+].[H-].[H-].[H-], predict the reaction product. The product is: [CH2:1]([OH:23])[CH2:2][CH2:3][CH2:4][CH2:5][CH2:6][CH2:7][CH2:8][CH2:9][CH2:10][CH2:11][CH2:12][CH2:13][CH2:14][CH2:15][CH2:16][CH2:17][CH2:18][CH2:19][CH2:20][CH:21]=[CH2:22]. (2) The product is: [Cl:1][C:2]1[CH:7]=[CH:6][C:5]([C:8]2[C:14]3[C:15](=[O:19])[N:16]([CH3:24])[CH:17]=[CH:18][C:13]=3[C:12]3[C:20]([CH3:23])=[N:21][O:22][C:11]=3[CH2:10][N:9]=2)=[CH:4][CH:3]=1. Given the reactants [Cl:1][C:2]1[CH:7]=[CH:6][C:5]([C:8]2[C:14]3[C:15](=[O:19])[NH:16][CH:17]=[CH:18][C:13]=3[C:12]3[C:20]([CH3:23])=[N:21][O:22][C:11]=3[CH2:10][N:9]=2)=[CH:4][CH:3]=1.[C:24](=O)([O-])[O-].[Cs+].[Cs+].IC, predict the reaction product.